Dataset: TCR-epitope binding with 47,182 pairs between 192 epitopes and 23,139 TCRs. Task: Binary Classification. Given a T-cell receptor sequence (or CDR3 region) and an epitope sequence, predict whether binding occurs between them. The TCR CDR3 sequence is CASSSDGYEQYF. The epitope is VLWAHGFEL. Result: 1 (the TCR binds to the epitope).